Dataset: NCI-60 drug combinations with 297,098 pairs across 59 cell lines. Task: Regression. Given two drug SMILES strings and cell line genomic features, predict the synergy score measuring deviation from expected non-interaction effect. (1) Drug 1: CC=C1C(=O)NC(C(=O)OC2CC(=O)NC(C(=O)NC(CSSCCC=C2)C(=O)N1)C(C)C)C(C)C. Drug 2: CC12CCC3C(C1CCC2O)C(CC4=C3C=CC(=C4)O)CCCCCCCCCS(=O)CCCC(C(F)(F)F)(F)F. Cell line: ACHN. Synergy scores: CSS=39.4, Synergy_ZIP=-0.593, Synergy_Bliss=3.12, Synergy_Loewe=-78.7, Synergy_HSA=1.41. (2) Drug 1: C1=CC=C(C=C1)NC(=O)CCCCCCC(=O)NO. Drug 2: C1=CC=C(C(=C1)C(C2=CC=C(C=C2)Cl)C(Cl)Cl)Cl. Cell line: MOLT-4. Synergy scores: CSS=38.4, Synergy_ZIP=-1.64, Synergy_Bliss=-3.62, Synergy_Loewe=-54.8, Synergy_HSA=-2.95. (3) Drug 1: C1CNP(=O)(OC1)N(CCCl)CCCl. Synergy scores: CSS=33.2, Synergy_ZIP=-2.06, Synergy_Bliss=-6.29, Synergy_Loewe=-60.3, Synergy_HSA=-6.36. Drug 2: CC1C(C(CC(O1)OC2CC(CC3=C2C(=C4C(=C3O)C(=O)C5=C(C4=O)C(=CC=C5)OC)O)(C(=O)CO)O)N)O.Cl. Cell line: SK-MEL-28. (4) Drug 1: CCCCCOC(=O)NC1=NC(=O)N(C=C1F)C2C(C(C(O2)C)O)O. Drug 2: C1CNP(=O)(OC1)N(CCCl)CCCl. Cell line: PC-3. Synergy scores: CSS=-8.45, Synergy_ZIP=5.64, Synergy_Bliss=3.79, Synergy_Loewe=-6.19, Synergy_HSA=-5.59. (5) Drug 1: C1=NC(=NC(=O)N1C2C(C(C(O2)CO)O)O)N. Drug 2: CC1=C(N=C(N=C1N)C(CC(=O)N)NCC(C(=O)N)N)C(=O)NC(C(C2=CN=CN2)OC3C(C(C(C(O3)CO)O)O)OC4C(C(C(C(O4)CO)O)OC(=O)N)O)C(=O)NC(C)C(C(C)C(=O)NC(C(C)O)C(=O)NCCC5=NC(=CS5)C6=NC(=CS6)C(=O)NCCC[S+](C)C)O. Cell line: SK-MEL-2. Synergy scores: CSS=53.0, Synergy_ZIP=-1.45, Synergy_Bliss=-1.46, Synergy_Loewe=-5.66, Synergy_HSA=4.28. (6) Drug 1: C1CC(C1)(C(=O)O)C(=O)O.[NH2-].[NH2-].[Pt+2]. Drug 2: CC1=C(N=C(N=C1N)C(CC(=O)N)NCC(C(=O)N)N)C(=O)NC(C(C2=CN=CN2)OC3C(C(C(C(O3)CO)O)O)OC4C(C(C(C(O4)CO)O)OC(=O)N)O)C(=O)NC(C)C(C(C)C(=O)NC(C(C)O)C(=O)NCCC5=NC(=CS5)C6=NC(=CS6)C(=O)NCCC[S+](C)C)O. Cell line: UACC-257. Synergy scores: CSS=4.09, Synergy_ZIP=-1.34, Synergy_Bliss=-0.508, Synergy_Loewe=-3.45, Synergy_HSA=-0.860. (7) Drug 1: C1CCC(CC1)NC(=O)N(CCCl)N=O. Drug 2: CC1C(C(CC(O1)OC2CC(OC(C2O)C)OC3=CC4=CC5=C(C(=O)C(C(C5)C(C(=O)C(C(C)O)O)OC)OC6CC(C(C(O6)C)O)OC7CC(C(C(O7)C)O)OC8CC(C(C(O8)C)O)(C)O)C(=C4C(=C3C)O)O)O)O. Cell line: SNB-19. Synergy scores: CSS=28.0, Synergy_ZIP=-6.86, Synergy_Bliss=-5.11, Synergy_Loewe=-4.93, Synergy_HSA=-4.77. (8) Drug 1: C1=CC(=CC=C1C#N)C(C2=CC=C(C=C2)C#N)N3C=NC=N3. Drug 2: CC=C1C(=O)NC(C(=O)OC2CC(=O)NC(C(=O)NC(CSSCCC=C2)C(=O)N1)C(C)C)C(C)C. Cell line: OVCAR-5. Synergy scores: CSS=24.3, Synergy_ZIP=7.62, Synergy_Bliss=0.360, Synergy_Loewe=-74.6, Synergy_HSA=-18.9.